This data is from Forward reaction prediction with 1.9M reactions from USPTO patents (1976-2016). The task is: Predict the product of the given reaction. (1) Given the reactants [F:1][C:2]1[CH:9]=[CH:8][C:7]([I:10])=[CH:6][C:3]=1[CH:4]=[O:5].[BH4-].[Na+], predict the reaction product. The product is: [F:1][C:2]1[CH:9]=[CH:8][C:7]([I:10])=[CH:6][C:3]=1[CH2:4][OH:5]. (2) Given the reactants Cl[C:2]1[CH:3]=[CH:4][C:5]2[S:9][CH:8]=[C:7]([CH2:10][CH2:11]I)[C:6]=2[CH:13]=1.N1CC=C([N:20]2[C:28]3[C:23](=[CH:24][CH:25]=[CH:26][CH:27]=3)[CH:22]=[CH:21]2)CC1.C([N:32]([CH2:36][CH3:37])[CH:33]([CH3:35])C)(C)C.[CH3:38]S(C)=O, predict the reaction product. The product is: [S:9]1[C:5]2[CH:4]=[CH:3][CH:2]=[CH:13][C:6]=2[C:7]([CH2:10][CH2:11][N:32]2[CH2:33][CH:35]=[C:38]([C:22]3[C:23]4[C:28](=[CH:27][CH:26]=[CH:25][CH:24]=4)[NH:20][CH:21]=3)[CH2:37][CH2:36]2)=[CH:8]1. (3) Given the reactants CC1C=CC([NH:8][C:9](=[O:21])[C:10]2[CH:15]=[CH:14][N:13]=[C:12]([N:16]3[CH2:20][CH2:19][CH2:18][CH2:17]3)[CH:11]=2)=CC=1C1C=CC(C(O)=O)=CC=1.CN(C(ON1N=NC2C=CC=NC1=2)=[N+](C)C)C.F[P-](F)(F)(F)(F)F.C1C=CC2N(O)N=NC=2C=1.CCN(C(C)C)C(C)C.C1(N)CC1, predict the reaction product. The product is: [N:16]1([C:12]2[CH:11]=[C:10]([CH:15]=[CH:14][N:13]=2)[C:9]([NH2:8])=[O:21])[CH2:20][CH2:19][CH2:18][CH2:17]1. (4) Given the reactants [C:1]([C:4]1[CH:14]=[CH:13][C:7]([O:8][CH2:9][C:10](O)=O)=[CH:6][CH:5]=1)(=[O:3])[CH3:2].[C:15]1([NH:21][C:22](=[S:25])[NH:23][NH2:24])[CH:20]=[CH:19][CH:18]=[CH:17][CH:16]=1, predict the reaction product. The product is: [C:1]([C:4]1[CH:5]=[CH:6][C:7]([O:8][CH2:9][C:10]2[N:21]([C:15]3[CH:16]=[CH:17][CH:18]=[CH:19][CH:20]=3)[C:22](=[S:25])[NH:23][N:24]=2)=[CH:13][CH:14]=1)(=[O:3])[CH3:2]. (5) Given the reactants [CH:1]1([CH2:4][O:5][C:6]2[N:11]=[C:10]([C:12]([OH:14])=O)[CH:9]=[CH:8][C:7]=2[N:15]2[CH2:18][C:17]([F:20])([F:19])[CH2:16]2)[CH2:3][CH2:2]1.[CH3:21][O:22][CH2:23][C:24]([CH3:28])([CH3:27])CN.[CH3:29][N:30](C(ON1N=NC2C=CC=CC1=2)=[N+](C)C)C.[B-](F)(F)(F)F.CCN(C(C)C)C(C)C, predict the reaction product. The product is: [CH3:21][O:22][CH2:23][C:24]([N:30]([CH3:29])[C:12]([C:10]1[CH:9]=[CH:8][C:7]([N:15]2[CH2:18][C:17]([F:20])([F:19])[CH2:16]2)=[C:6]([O:5][CH2:4][CH:1]2[CH2:2][CH2:3]2)[N:11]=1)=[O:14])([CH3:27])[CH3:28]. (6) Given the reactants [F:1][C:2]1[CH:7]=[C:6]([F:8])[C:5]([F:9])=[CH:4][C:3]=1[CH2:10][C:11]([OH:13])=O.[C:14](N1C=CN=C1)(N1C=CN=C1)=O.[Mg+2].C[CH:28]([C:32]([O-:34])=[O:33])C([O-])=O, predict the reaction product. The product is: [F:1][C:2]1[CH:7]=[C:6]([F:8])[C:5]([F:9])=[CH:4][C:3]=1[CH2:10][C:11](=[O:13])[CH2:28][C:32]([O:34][CH3:14])=[O:33]. (7) Given the reactants [CH3:1][O:2][NH:3][C:4]([C:6]1[C:7](=[O:29])[C:8]2[CH:13]=[N:12][C:11](S(C)(=O)=O)=[N:10][C:9]=2[N:18]([C:20]2[CH:21]=[C:22]3[C:26](=[CH:27][CH:28]=2)[CH2:25][CH2:24][CH2:23]3)[CH:19]=1)=[O:5].[NH2:30][C:31]1[CH:32]=[C:33]([CH:44]=[CH:45][CH:46]=1)[C:34]([NH:36][CH2:37][CH2:38][N:39]1[CH2:43][CH2:42][CH2:41][CH2:40]1)=[O:35], predict the reaction product. The product is: [CH3:1][O:2][NH:3][C:4]([C:6]1[C:7](=[O:29])[C:8]2[CH:13]=[N:12][C:11]([NH:30][C:31]3[CH:46]=[CH:45][CH:44]=[C:33]([C:34](=[O:35])[NH:36][CH2:37][CH2:38][N:39]4[CH2:40][CH2:41][CH2:42][CH2:43]4)[CH:32]=3)=[N:10][C:9]=2[N:18]([C:20]2[CH:21]=[C:22]3[C:26](=[CH:27][CH:28]=2)[CH2:25][CH2:24][CH2:23]3)[CH:19]=1)=[O:5].